Dataset: Full USPTO retrosynthesis dataset with 1.9M reactions from patents (1976-2016). Task: Predict the reactants needed to synthesize the given product. (1) Given the product [F:42][C:38]1[CH:37]=[C:36]([CH:41]=[CH:40][CH:39]=1)[CH2:35][N:31]1[C:32]2[C:28](=[CH:27][C:26]([NH:25][C:23]3[C:24]4=[C:16]([CH2:15][N:12]5[CH2:11][CH2:10][CH:9]([NH:8][C:5](=[O:7])[CH3:6])[CH2:14][CH2:13]5)[CH:17]=[CH:18][N:19]4[N:20]=[CH:21][N:22]=3)=[CH:34][CH:33]=2)[CH:29]=[N:30]1, predict the reactants needed to synthesize it. The reactants are: C(O[C:5](=[O:7])[CH3:6])(=O)C.[NH2:8][CH:9]1[CH2:14][CH2:13][N:12]([CH2:15][C:16]2[CH:17]=[CH:18][N:19]3[C:24]=2[C:23]([NH:25][C:26]2[CH:27]=[C:28]4[C:32](=[CH:33][CH:34]=2)[N:31]([CH2:35][C:36]2[CH:41]=[CH:40][CH:39]=[C:38]([F:42])[CH:37]=2)[N:30]=[CH:29]4)=[N:22][CH:21]=[N:20]3)[CH2:11][CH2:10]1.C([O-])([O-])=O.[K+].[K+]. (2) Given the product [F:39][CH:27]([F:26])[O:28][C:29]1[CH:38]=[C:37]2[C:32]([CH2:33][CH2:34][CH2:35][N:36]2[C:2]2[C:6]3[CH2:7][N:8]([C:11](=[O:13])[CH3:12])[CH2:9][CH2:10][C:5]=3[N:4]([CH:14]3[CH2:19][CH2:18][O:17][CH2:16][CH2:15]3)[N:3]=2)=[CH:31][CH:30]=1, predict the reactants needed to synthesize it. The reactants are: Br[C:2]1[C:6]2[CH2:7][N:8]([C:11](=[O:13])[CH3:12])[CH2:9][CH2:10][C:5]=2[N:4]([CH:14]2[CH2:19][CH2:18][O:17][CH2:16][CH2:15]2)[N:3]=1.C(O[Na])(C)(C)C.[F:26][CH:27]([F:39])[O:28][C:29]1[CH:38]=[C:37]2[C:32]([CH2:33][CH2:34][CH2:35][NH:36]2)=[CH:31][CH:30]=1.C1(P(C2CCCCC2)C2C=CC=CC=2C2C(OC(C)C)=CC=CC=2OC(C)C)CCCCC1. (3) Given the product [C:23]([NH:1][C:2]1[CH:3]=[CH:4][C:5]([C:8]2[S:12][C:11]([C:13]3([O:17][CH2:18][C:19]([OH:21])=[O:20])[CH2:14][CH2:15][CH2:16]3)=[N:10][CH:9]=2)=[CH:6][CH:7]=1)(=[O:30])[C:24]1[CH:29]=[CH:28][CH:27]=[CH:26][CH:25]=1, predict the reactants needed to synthesize it. The reactants are: [NH2:1][C:2]1[CH:7]=[CH:6][C:5]([C:8]2[S:12][C:11]([C:13]3([O:17][CH2:18][C:19]([O:21]C)=[O:20])[CH2:16][CH2:15][CH2:14]3)=[N:10][CH:9]=2)=[CH:4][CH:3]=1.[C:23](O)(=[O:30])[C:24]1[CH:29]=[CH:28][CH:27]=[CH:26][CH:25]=1.Cl.C(N=C=NCCCN(C)C)C.O.ON1C2C=CC=CC=2N=N1.CN1CCOCC1.[OH-].[Na+]. (4) Given the product [SH:1][CH:2]([CH2:33][CH:34]([CH3:35])[CH3:36])[C:3]([NH:5][C:6]1([C:11]([NH:13][CH:14]([CH2:18][C:19]2([C:41]3[C:40]4[C:39](=[CH:3][CH:2]=[CH:33][CH:34]=4)[CH:44]=[CH:43][CH:42]=3)[CH:24]=[CH:23][C:22]([C:25]3[CH:26]=[CH:27][CH:28]=[CH:29][CH:30]=3)=[CH:21][CH2:20]2)[C:15]([OH:17])=[O:16])=[O:12])[CH2:10][CH2:9][CH2:8][CH2:7]1)=[O:4], predict the reactants needed to synthesize it. The reactants are: [SH:1][CH:2]([CH2:33][CH:34]([CH3:36])[CH3:35])[C:3]([NH:5][C:6]1([C:11]([NH:13][CH:14]([CH2:18][C:19]2[CH:24]=[CH:23][C:22]([C:25]3[CH:30]=[CH:29][C:28](SC)=[CH:27][CH:26]=3)=[CH:21][CH:20]=2)[C:15]([OH:17])=[O:16])=[O:12])[CH2:10][CH2:9][CH2:8][CH2:7]1)=[O:4].CS[C:39]1[CH:44]=[CH:43][C:42](B(O)O)=[CH:41][CH:40]=1.